Dataset: CYP2C9 substrate classification data from Carbon-Mangels et al.. Task: Regression/Classification. Given a drug SMILES string, predict its absorption, distribution, metabolism, or excretion properties. Task type varies by dataset: regression for continuous measurements (e.g., permeability, clearance, half-life) or binary classification for categorical outcomes (e.g., BBB penetration, CYP inhibition). Dataset: cyp2c9_substrate_carbonmangels. (1) The molecule is O=C(C1CCCCC1)N1CC(=O)N2CCc3ccccc3[C@H]2C1. The result is 1 (substrate). (2) The compound is CC(=O)Nc1nnc(S(N)(=O)=O)s1. The result is 0 (non-substrate). (3) The molecule is Fc1ccc(C(OCCN2CCN(CCCc3ccccc3)CC2)c2ccc(F)cc2)cc1. The result is 0 (non-substrate). (4) The drug is C[C@]12CC(=O)[C@H]3[C@@H](CCC4=CC(=O)C=C[C@@]43C)[C@@H]1CC[C@]2(O)C(=O)CO. The result is 0 (non-substrate). (5) The drug is OCCN1CCN(CCCN2c3ccccc3Sc3ccc(Cl)cc32)CC1. The result is 1 (substrate). (6) The drug is CC(=O)[C@H]1CC[C@H]2[C@@H]3CC[C@H]4C[C@](C)(O)CC[C@]4(C)[C@H]3CC[C@]12C. The result is 0 (non-substrate). (7) The molecule is O=C1c2c(O)ccc(O)c2C(=O)c2c(NCCNCCO)ccc(NCCNCCO)c21. The result is 0 (non-substrate).